From a dataset of Reaction yield outcomes from USPTO patents with 853,638 reactions. Predict the reaction yield, written as a fraction of the theoretical maximum amount of product (1.0 means a 100% yield; for example, 0.34 means a 34% yield). (1) The reactants are [NH2:1][CH2:2][C@H:3]([OH:12])[CH2:4][O:5][C:6]1[CH:7]=[N:8][CH:9]=[CH:10][CH:11]=1.O=[C:14]1[CH2:19][CH2:18][N:17]([C:20]2[CH:33]=[CH:32][C:23]([CH2:24][CH:25]3[S:29][C:28](=[O:30])[NH:27][C:26]3=[O:31])=[CH:22][CH:21]=2)[CH2:16][CH2:15]1.C(O[BH-](OC(=O)C)OC(=O)C)(=O)C.[Na+].C(O)(=O)C. The catalyst is CN(C)C=O. The product is [OH:12][C@H:3]([CH2:4][O:5][C:6]1[CH:7]=[N:8][CH:9]=[CH:10][CH:11]=1)[CH2:2][NH:1][CH:14]1[CH2:15][CH2:16][N:17]([C:20]2[CH:33]=[CH:32][C:23]([CH2:24][CH:25]3[S:29][C:28](=[O:30])[NH:27][C:26]3=[O:31])=[CH:22][CH:21]=2)[CH2:18][CH2:19]1. The yield is 0.560. (2) The reactants are [CH2:1]([N:5]([CH2:13][C:14](=[O:17])[CH:15]=[CH2:16])[C:6](=[O:12])[O:7][C:8]([CH3:11])([CH3:10])[CH3:9])[CH2:2]C=C. The catalyst is C(Cl)Cl. The product is [O:17]=[C:14]1[CH2:13][N:5]([C:6]([O:7][C:8]([CH3:9])([CH3:10])[CH3:11])=[O:12])[CH2:1][CH2:2][CH:16]=[CH:15]1. The yield is 0.642. (3) The reactants are [CH3:1][O:2][C:3](=[O:18])[CH:4]([C:11]1[CH:16]=[CH:15][C:14](I)=[CH:13][CH:12]=1)[CH2:5][CH:6]1[CH2:10][CH2:9][CH2:8][CH2:7]1.[C:19]1(B(O)O)[C:28]2[C:23](=[CH:24][CH:25]=[CH:26][CH:27]=2)[CH:22]=[CH:21][CH:20]=1.C(N(CC)CC)C. The catalyst is CN(C)C=O.C([O-])(=O)C.[Pd+2].C([O-])(=O)C.C1(C)C=CC=CC=1P(C1C=CC=CC=1C)C1C=CC=CC=1C. The product is [CH3:1][O:2][C:3](=[O:18])[CH:4]([C:11]1[CH:16]=[CH:15][C:14]([C:27]2[C:28]3[C:23](=[CH:22][CH:21]=[CH:20][CH:19]=3)[CH:24]=[CH:25][CH:26]=2)=[CH:13][CH:12]=1)[CH2:5][CH:6]1[CH2:10][CH2:9][CH2:8][CH2:7]1. The yield is 0.900.